From a dataset of Forward reaction prediction with 1.9M reactions from USPTO patents (1976-2016). Predict the product of the given reaction. (1) Given the reactants [Cl:1][C:2]1[CH:18]=[C:17]([Cl:19])[CH:16]=[CH:15][C:3]=1[CH2:4][N:5]1[C:9]([C:10]([O:12][CH3:13])=[O:11])=[CH:8][C:7]([OH:14])=[N:6]1.C(=O)([O-])[O-].[K+].[K+].CN(C)C=O.[CH3:31][O:32][CH2:33]Cl, predict the reaction product. The product is: [Cl:1][C:2]1[CH:18]=[C:17]([Cl:19])[CH:16]=[CH:15][C:3]=1[CH2:4][N:5]1[C:9]([C:10]([O:12][CH3:13])=[O:11])=[CH:8][C:7]([O:14][CH2:31][O:32][CH3:33])=[N:6]1. (2) Given the reactants [C:1]([O:5][C:6]([N:8]1[CH2:13][CH2:12][CH:11]([O:14][C:15]2[CH:20]=[CH:19][C:18]([CH:21]=[O:22])=[C:17]([OH:23])[CH:16]=2)[CH2:10][CH2:9]1)=[O:7])([CH3:4])([CH3:3])[CH3:2].N1C=CC=CC=1.[O:30](S(C(F)(F)F)(=O)=O)[S:31]([C:34]([F:37])([F:36])[F:35])(=O)=[O:32], predict the reaction product. The product is: [C:1]([O:5][C:6]([N:8]1[CH2:13][CH2:12][CH:11]([O:14][C:15]2[CH:20]=[CH:19][C:18]([CH:21]=[O:22])=[C:17]([O:23][S:31]([C:34]([F:37])([F:36])[F:35])(=[O:32])=[O:30])[CH:16]=2)[CH2:10][CH2:9]1)=[O:7])([CH3:4])([CH3:2])[CH3:3]. (3) Given the reactants [O:1]=[S:2]1(=[O:25])[C:7]2[CH:8]=[C:9]([O:12][C:13]3[CH:14]=[C:15]([CH:19]=[CH:20][CH:21]=3)[C:16](O)=[O:17])[CH:10]=[CH:11][C:6]=2[N:5]2[CH2:22][CH2:23][CH2:24][C:4]2=[N:3]1.C(Cl)(=O)C(Cl)=O.C[CH2:33][N:34](CC)[CH2:35]C.CNC.Cl, predict the reaction product. The product is: [O:1]=[S:2]1(=[O:25])[C:7]2[CH:8]=[C:9]([O:12][C:13]3[CH:14]=[C:15]([CH:19]=[CH:20][CH:21]=3)[C:16]([N:34]([CH3:35])[CH3:33])=[O:17])[CH:10]=[CH:11][C:6]=2[N:5]2[CH2:22][CH2:23][CH2:24][C:4]2=[N:3]1.